From a dataset of Forward reaction prediction with 1.9M reactions from USPTO patents (1976-2016). Predict the product of the given reaction. (1) Given the reactants [Cl:1][C:2]1[CH:10]=[CH:9][CH:8]=[CH:7][C:3]=1[C:4]([OH:6])=O.[N:11]1[CH:16]=[CH:15][C:14]([CH:17]([C:20]2[CH:21]=[N:22][C:23]([C:26]([F:29])([F:28])[F:27])=[N:24][CH:25]=2)[CH2:18][NH2:19])=[CH:13][CH:12]=1, predict the reaction product. The product is: [Cl:1][C:2]1[CH:10]=[CH:9][CH:8]=[CH:7][C:3]=1[C:4]([NH:19][CH2:18][CH:17]([C:14]1[CH:15]=[CH:16][N:11]=[CH:12][CH:13]=1)[C:20]1[CH:21]=[N:22][C:23]([C:26]([F:28])([F:29])[F:27])=[N:24][CH:25]=1)=[O:6]. (2) The product is: [CH3:1][O:2][C:3]1[C:16]2[C:15]3[NH:14][CH2:13][CH2:12][CH2:11][C:10]=3[C:9](=[O:17])[N:8]([CH2:18][O:19][CH3:20])[C:7]=2[CH:6]=[C:5]([C:21]([O:23][CH2:24][CH3:25])=[O:22])[CH:4]=1. Given the reactants [CH3:1][O:2][C:3]1[C:16]2[C:15]3[N:14]=[CH:13][CH:12]=[CH:11][C:10]=3[C:9](=[O:17])[N:8]([CH2:18][O:19][CH3:20])[C:7]=2[CH:6]=[C:5]([C:21]([O:23][CH2:24][CH3:25])=[O:22])[CH:4]=1, predict the reaction product. (3) Given the reactants [NH2:1][C:2]1[CH:7]=[CH:6][C:5]([CH3:8])=[CH:4][N:3]=1.Br[CH2:10][C:11]([C:13]1[CH:18]=[CH:17][C:16]([N+:19]([O-:21])=[O:20])=[CH:15][CH:14]=1)=O.C(=O)(O)[O-].[Na+], predict the reaction product. The product is: [CH3:8][C:5]1[CH:6]=[CH:7][C:2]2[N:3]([CH:10]=[C:11]([C:13]3[CH:14]=[CH:15][C:16]([N+:19]([O-:21])=[O:20])=[CH:17][CH:18]=3)[N:1]=2)[CH:4]=1. (4) Given the reactants [F:1][C:2]([F:17])([F:16])[S:3][C:4]1[CH:15]=[CH:14][C:7]([CH2:8][CH:9]([C:12]#[N:13])[C:10]#[N:11])=[CH:6][CH:5]=1.[H-].[Na+].Br[CH2:21][CH:22]1[CH2:25][CH2:24][CH2:23]1, predict the reaction product. The product is: [CH:22]1([CH2:21][C:9]([CH2:8][C:7]2[CH:6]=[CH:5][C:4]([S:3][C:2]([F:16])([F:1])[F:17])=[CH:15][CH:14]=2)([C:12]#[N:13])[C:10]#[N:11])[CH2:25][CH2:24][CH2:23]1.